This data is from Experimentally validated miRNA-target interactions with 360,000+ pairs, plus equal number of negative samples. The task is: Binary Classification. Given a miRNA mature sequence and a target amino acid sequence, predict their likelihood of interaction. (1) The miRNA is hsa-miR-1293 with sequence UGGGUGGUCUGGAGAUUUGUGC. The protein sequence of the target gene is MAKPSHSSYVLQQLNNQREWGFLCDCCIAIDDIYFQAHKAVLAACSSYFRMFFMNHQHSTAQLNLSNMKISAECFDLILQFMYLGKIMTAPSSFEQFKVAMNYLQLYNVPDCLEDIQDADCSSSKCSSSASSKQNSKMIFGVRMYEDTVARNGNEANRWCAEPSSTVNTPHNREADEESLQLGNFPEPLFDVCKKSSVSKLSTPKERVSRRFGRSFTCDSCGFGFSCEKLLDEHVLTCTNRHLYQNTRSYHRIVDIRDGKDSNIKAEFGEKDSSKTFSAQTDKYRGDTSQAADDSASTTG.... Result: 0 (no interaction). (2) The miRNA is hsa-miR-744-5p with sequence UGCGGGGCUAGGGCUAACAGCA. The protein sequence of the target gene is MNGPADGEVDYKKKYRNLKRKLKFLIYEHECFQEELRKAQRKLLKVSRDKSFLLDRLLQYENVDEDSSDSDATASSDNSETEGTPKLSDTPAPKRKRSPPLGGAPSPSSLSLPPSTGFPLQASGVPSPYLSSLASSRYPPFPSDYLALQLPEPSPLRPKREKRPRLPRKLKMAVGPPDCPVGGPLTFPGRGSGAGVGTTLTPLPPPKMPPPTILSTVPRQMFSDAGSGDDALDGDDDLVIDIPE. Result: 1 (interaction). (3) The miRNA is hsa-miR-192-5p with sequence CUGACCUAUGAAUUGACAGCC. The protein sequence of the target gene is MSAAWIPALGLGVCLLLLPGPAGSEGAAPIAITCFTRGLDIRKEKADVLCPGGCPLEEFSVYGNIVYASVSSICGAAVHRGVISNSGGPVRVYSLPGRENYSSVDANGIQSQMLSRWSASFTVTKGKSSTQEATGQAVSTAHPPTGKRLKKTPEKKTGNKDCKADIAFLIDGSFNIGQRRFNLQKNFVGKVALMLGIGTEGPHVGLVQASEHPKIEFYLKNFTSAKDVLFAIKEVGFRGGNSNTGKALKHTAQKFFTVDAGVRKGIPKVVVVFIDGWPSDDIEEAGIVAREFGVNVFIVS.... Result: 1 (interaction). (4) The miRNA is dme-miR-6-3p with sequence UAUCACAGUGGCUGUUCUUUUU. The protein sequence of the target gene is MAIAYFIPDQAQLLARSYQQNGQQTAASPRTTATAAAPSQQQQQSQQQQQQQRHHHQQQRPQFRANISVPLGSQQGSMTMSEFGCWDLLAQIFCYALRIYSYSSSQRQPTVIQISFEISSGGQNNDEDDVTDATSKEN. Result: 1 (interaction). (5) The miRNA is hsa-miR-374b-3p with sequence CUUAGCAGGUUGUAUUAUCAUU. The protein sequence of the target gene is MSNLKMKEAALIYLDRSGGLQKFIDDCKYYNDSKQSYAVYRFKILINPSDVVELDAELGNHILHQPLKAAEVFQSVCFIAVKTLSLIGQLQTETQINIVLKLTHLPPLPSYGLDLCEFPLDYTSQRFYMMQGIVIAMTTITKYTQGARFLCSDEACPLSKGFQYIRVHVPGATESATIRNDFLCNLCASSLQEDRKFRVLGDKQIVEIIATKALRAFQGYSNNQPFRFQSLTIFLRDESVNKMNIGNEYKIIGIPTCVKTSQTAVCIEANSITFCNSKVPSGISDNFRCLLSLTSSSCWK.... Result: 0 (no interaction). (6) The miRNA is hsa-miR-185-3p with sequence AGGGGCUGGCUUUCCUCUGGUC. The protein sequence of the target gene is MRLLAGWLCLSLASVWLARRMWTLRSPLTRSLYVNMTSGPGGPAAAAGGRKENHQWYVCNREKLCESLQAVFVQSYLDQGTQIFLNNSIEKSGWLFIQLYHSFVSSVFSLFMSRTSINGLLGRGSMFVFSPDQFQRLLKINPDWKTHRLLDLGAGDGEVTKIMSPHFEEIYATELSETMIWQLQKKKYRVLGINEWQNTGFQYDVISCLNLLDRCDQPLTLLKDIRSVLEPTRGRVILALVLPFHPYVENVGGKWEKPSEILEIKGQNWEEQVNSLPEVFRKAGFVIEAFTRLPYLCEGD.... Result: 0 (no interaction).